This data is from Full USPTO retrosynthesis dataset with 1.9M reactions from patents (1976-2016). The task is: Predict the reactants needed to synthesize the given product. (1) Given the product [NH2:28][C:25]1[CH:24]=[CH:23][C:22]([N:19]2[CH2:18][CH2:17][N:16]([CH2:15][C:12]3[CH:11]=[CH:10][C:9]([C:3]([OH:8])([C:2]([F:32])([F:31])[F:1])[C:4]([F:5])([F:6])[F:7])=[CH:14][CH:13]=3)[CH2:21][CH2:20]2)=[CH:27][CH:26]=1, predict the reactants needed to synthesize it. The reactants are: [F:1][C:2]([F:32])([F:31])[C:3]([C:9]1[CH:14]=[CH:13][C:12]([CH2:15][N:16]2[CH2:21][CH2:20][N:19]([C:22]3[CH:27]=[CH:26][C:25]([N+:28]([O-])=O)=[CH:24][CH:23]=3)[CH2:18][CH2:17]2)=[CH:11][CH:10]=1)([OH:8])[C:4]([F:7])([F:6])[F:5].Cl. (2) Given the product [BrH:32].[S:1]1[CH:5]=[CH:4][C:3]2[C:6]([N:10]3[CH2:11][CH2:12][N:13]([CH2:16][CH2:17][CH2:18][CH2:19][O:20][C:21]4[CH:30]=[C:29]5[C:24]([CH:25]=[CH:26][C:27](=[O:31])[NH:28]5)=[CH:23][CH:22]=4)[CH2:14][CH2:15]3)=[CH:7][CH:8]=[CH:9][C:2]1=2, predict the reactants needed to synthesize it. The reactants are: [S:1]1[CH:5]=[CH:4][C:3]2[C:6]([N:10]3[CH2:15][CH2:14][N:13]([CH2:16][CH2:17][CH2:18][CH2:19][O:20][C:21]4[CH:30]=[C:29]5[C:24]([CH:25]=[CH:26][C:27](=[O:31])[NH:28]5)=[CH:23][CH:22]=4)[CH2:12][CH2:11]3)=[CH:7][CH:8]=[CH:9][C:2]1=2.[BrH:32]. (3) Given the product [CH3:14][O:13][C:7]1[CH:8]=[C:9]2[C:4](=[C:5]([O:17][CH3:18])[C:6]=1[O:15][CH3:16])[N:3]=[C:2]([N:25]1[CH2:30][CH2:29][O:28][CH2:27][CH2:26]1)[NH:11][C:10]2=[O:12], predict the reactants needed to synthesize it. The reactants are: Cl[C:2]1[NH:11][C:10](=[O:12])[C:9]2[C:4](=[C:5]([O:17][CH3:18])[C:6]([O:15][CH3:16])=[C:7]([O:13][CH3:14])[CH:8]=2)[N:3]=1.C([O-])([O-])=O.[Na+].[Na+].[NH:25]1[CH2:30][CH2:29][O:28][CH2:27][CH2:26]1. (4) Given the product [C:4]1([C:14]2[CH:15]=[CH:16][CH:17]=[CH:18][CH:19]=2)[CH2:3][C:2]([CH:23]=[O:24])([CH:10]=[O:11])[CH:1]=[C:6]([CH:7]=[O:8])[CH:5]=1, predict the reactants needed to synthesize it. The reactants are: [CH:1]1[C:6]([CH:7]=[O:8])=[CH:5][C:4](Br)=[CH:3][C:2]=1[CH:10]=[O:11].C([C:14]1[CH:15]=[C:16](B(O)O)[CH:17]=[CH:18][CH:19]=1)=O.[C:23](=O)([O-])[O-:24].[K+].[K+].N#N. (5) The reactants are: C([N:8]1[CH2:13][CH2:12][C:11]([C:15]2[CH:20]=[CH:19][CH:18]=[CH:17][C:16]=2[Cl:21])([CH3:14])[CH2:10][CH2:9]1)C1C=CC=CC=1.C(N1CCC(C2C=CC(Cl)=CC=2)(C)CC1)C1C=CC=CC=1.ClC(OC(Cl)=O)C.ClC1C=CC(C2(C)CCNCC2)=CC=1. Given the product [Cl:21][C:16]1[CH:17]=[CH:18][CH:19]=[CH:20][C:15]=1[C:11]1([CH3:14])[CH2:10][CH2:9][NH:8][CH2:13][CH2:12]1, predict the reactants needed to synthesize it. (6) Given the product [CH2:1]([C:5]1([CH3:54])[CH2:10][CH2:9][N:8]([C:11]2[N:16]3[N:17]=[C:18]([C:20]4[S:21][C:22]([CH2:25][C:26]5[CH:31]=[CH:30][C:29]([F:32])=[CH:28][C:27]=5[OH:55])=[CH:23][N:24]=4)[CH:19]=[C:15]3[N:14]=[C:13]([CH3:42])[C:12]=2[C@H:43]([O:49][C:50]([CH3:53])([CH3:52])[CH3:51])[C:44]([O:46][CH2:47][CH3:48])=[O:45])[CH2:7][CH2:6]1)[CH2:2][CH:3]=[CH2:4], predict the reactants needed to synthesize it. The reactants are: [CH2:1]([C:5]1([CH3:54])[CH2:10][CH2:9][N:8]([C:11]2[N:16]3[N:17]=[C:18]([C:20]4[S:21][C:22]([CH2:25][C:26]5[CH:31]=[CH:30][C:29]([F:32])=[CH:28][C:27]=5B5OC(C)(C)C(C)(C)O5)=[CH:23][N:24]=4)[CH:19]=[C:15]3[N:14]=[C:13]([CH3:42])[C:12]=2[C@H:43]([O:49][C:50]([CH3:53])([CH3:52])[CH3:51])[C:44]([O:46][CH2:47][CH3:48])=[O:45])[CH2:7][CH2:6]1)[CH2:2][CH:3]=[CH2:4].[OH:55]OS([O-])=O.[K+].S([O-])([O-])(=O)=S.[Na+].[Na+]. (7) Given the product [CH:8]1([N:11]([N:6]=[O:7])[C:12](=[O:18])[O:13][C:14]([CH3:15])([CH3:17])[CH3:16])[CH2:9][CH2:10]1, predict the reactants needed to synthesize it. The reactants are: F[B-](F)(F)F.[N:6]#[O+:7].[CH:8]1([NH:11][C:12](=[O:18])[O:13][C:14]([CH3:17])([CH3:16])[CH3:15])[CH2:10][CH2:9]1.CCOC(C)=O.